This data is from Retrosynthesis with 50K atom-mapped reactions and 10 reaction types from USPTO. The task is: Predict the reactants needed to synthesize the given product. (1) Given the product CCOC(=O)Nc1c(C(=O)OC)sc2cc(OC)ccc12, predict the reactants needed to synthesize it. The reactants are: CCOC(=O)Cl.COC(=O)c1sc2cc(OC)ccc2c1N. (2) Given the product O=C(c1ccccc1)N1CCC(Cc2ccccc2)(C(=O)O)CC1, predict the reactants needed to synthesize it. The reactants are: CCOC(=O)C1(Cc2ccccc2)CCN(C(=O)c2ccccc2)CC1. (3) Given the product COc1cnc(Cl)c(C#N)c1, predict the reactants needed to synthesize it. The reactants are: COc1cnc(Cl)c(C(N)=O)c1. (4) Given the product CN(c1cc(COC2CCC2)cc(-c2nnc([C@@](C)(Cc3ccccc3)NC(=O)OC(C)(C)C)o2)c1)S(C)(=O)=O, predict the reactants needed to synthesize it. The reactants are: CN(c1cc(CBr)cc(-c2nnc([C@@](C)(Cc3ccccc3)NC(=O)OC(C)(C)C)o2)c1)S(C)(=O)=O.OC1CCC1. (5) Given the product Nc1ccc(Cl)c(C(F)F)c1, predict the reactants needed to synthesize it. The reactants are: O=[N+]([O-])c1ccc(Cl)c(C(F)F)c1. (6) Given the product O=C(CSc1ccc(Cl)c(Cl)c1)C12CC3CC(CC(C3)C1)C2, predict the reactants needed to synthesize it. The reactants are: O=C(CBr)C12CC3CC(CC(C3)C1)C2.Sc1ccc(Cl)c(Cl)c1. (7) Given the product CC(C)(C)OC(=O)NCCc1ccc(N)cc1, predict the reactants needed to synthesize it. The reactants are: CC(C)(C)OC(=O)OC(=O)OC(C)(C)C.NCCc1ccc(N)cc1.